This data is from Full USPTO retrosynthesis dataset with 1.9M reactions from patents (1976-2016). The task is: Predict the reactants needed to synthesize the given product. (1) Given the product [Cl:31][C:32]1[C:37]([C:7]2[C@@:11]3([CH3:28])[CH2:12][CH2:13][C@H:14]4[C@H:23]([C@@H:10]3[CH2:9][CH:8]=2)[CH2:22][CH:21]=[C:20]2[C@:15]4([CH3:27])[CH2:16][CH2:17][C:18](=[O:26])[N:19]2[CH2:24][CH3:25])=[CH:36][CH:35]=[CH:34][N:33]=1, predict the reactants needed to synthesize it. The reactants are: FC(F)(F)S(O[C:7]1[C@@:11]2([CH3:28])[CH2:12][CH2:13][C@H:14]3[C@H:23]([C@@H:10]2[CH2:9][CH:8]=1)[CH2:22][CH:21]=[C:20]1[C@:15]3([CH3:27])[CH2:16][CH2:17][C:18](=[O:26])[N:19]1[CH2:24][CH3:25])(=O)=O.[Cl:31][C:32]1[C:37](B(O)O)=[CH:36][CH:35]=[CH:34][N:33]=1.O. (2) Given the product [Cl:1][C:24]1[C:25](=[O:27])[NH:26][C:21]([CH2:20][C:19]([N:11]2[C:12]3[C:17](=[CH:16][CH:15]=[CH:14][CH:13]=3)[CH2:18][C@@H:10]2[CH3:9])=[O:34])=[N:22][C:23]=1[N:28]1[CH2:29][CH2:30][O:31][CH2:32][CH2:33]1, predict the reactants needed to synthesize it. The reactants are: [Cl:1]N1C(=O)CCC1=O.[CH3:9][C@H:10]1[CH2:18][C:17]2[C:12](=[CH:13][CH:14]=[CH:15][CH:16]=2)[N:11]1[C:19](=[O:34])[CH2:20][C:21]1[NH:26][C:25](=[O:27])[CH:24]=[C:23]([N:28]2[CH2:33][CH2:32][O:31][CH2:30][CH2:29]2)[N:22]=1.O.ClCCl. (3) Given the product [CH2:11]([O:8][CH:5]([CH2:6][CH3:7])[CH2:4][CH3:3])[CH:10]=[CH2:9], predict the reactants needed to synthesize it. The reactants are: [H-].[Na+].[CH3:3][CH2:4][CH:5]([OH:8])[CH2:6][CH3:7].[CH2:9](Br)[CH:10]=[CH2:11]. (4) Given the product [F:8][C:5]1[CH:6]=[CH:7][C:2]2[N:20]([C:19]3[CH:21]=[CH:22][C:16]([F:15])=[CH:17][C:18]=3[CH3:23])[S:11](=[O:13])(=[O:12])[CH:10]([CH2:29][CH2:27][CH2:26][NH:25][CH3:24])[CH2:9][C:3]=2[CH:4]=1, predict the reactants needed to synthesize it. The reactants are: Br[C:2]1[CH:7]=[CH:6][C:5]([F:8])=[CH:4][C:3]=1[CH2:9][CH2:10][S:11](Cl)(=[O:13])=[O:12].[F:15][C:16]1[CH:22]=[CH:21][C:19]([NH2:20])=[C:18]([CH3:23])[CH:17]=1.[CH3:24][N:25](C)[CH2:26][CH3:27].[CH3:29]O. (5) The reactants are: [C:1]([C:3]1[CH:4]=[C:5]([CH:9]=[CH:10][CH:11]=1)[C:6](Cl)=[O:7])#[N:2].C(N(CC)CC)C.[N+:19]([C:22]1[CH:28]=[CH:27][CH:26]=[CH:25][C:23]=1[NH2:24])([O-:21])=[O:20]. Given the product [C:1]([C:3]1[CH:4]=[C:5]([CH:9]=[CH:10][CH:11]=1)[C:6]([NH:24][C:23]1[CH:25]=[CH:26][CH:27]=[CH:28][C:22]=1[N+:19]([O-:21])=[O:20])=[O:7])#[N:2], predict the reactants needed to synthesize it. (6) Given the product [F:30][C:11]1[C:12]([F:29])=[C:13]([O:16][C@H:17]2[CH2:22][CH2:21][CH2:20][CH2:19][C@@H:18]2[C:23]2[N:27]([CH3:28])[N:26]=[CH:25][CH:24]=2)[CH:14]=[CH:15][C:10]=1[S:7]([NH:6][C:31]1[CH:36]=[CH:35][N:34]=[CH:33][N:32]=1)(=[O:8])=[O:9], predict the reactants needed to synthesize it. The reactants are: COC1C=C(OC)C=CC=1C[N:6]([C:31]1[CH:36]=[CH:35][N:34]=[CH:33][N:32]=1)[S:7]([C:10]1[CH:15]=[CH:14][C:13]([O:16][C@H:17]2[CH2:22][CH2:21][CH2:20][CH2:19][C@@H:18]2[C:23]2[N:27]([CH3:28])[N:26]=[CH:25][CH:24]=2)=[C:12]([F:29])[C:11]=1[F:30])(=[O:9])=[O:8].C([SiH](CC)CC)C.FC(F)(F)C(O)=O. (7) Given the product [CH2:1]([O:8][C:9]([N:11]1[CH:16]2[CH2:17][CH2:18][C:13]([C:19](=[O:21])[NH2:23])([CH:14]=[CH:15]2)[O:12]1)=[O:10])[C:2]1[CH:7]=[CH:6][CH:5]=[CH:4][CH:3]=1, predict the reactants needed to synthesize it. The reactants are: [CH2:1]([O:8][C:9]([N:11]1[CH:16]2[CH2:17][CH2:18][C:13]([C:19]([OH:21])=O)([CH:14]=[CH:15]2)[O:12]1)=[O:10])[C:2]1[CH:7]=[CH:6][CH:5]=[CH:4][CH:3]=1.O[N:23]1C2N=CC=CC=2N=N1.Cl.C(N=C=NCCCN(C)C)C.C(=O)([O-])O.[NH4+]. (8) Given the product [CH3:1][Si:2]([CH3:4])([CH3:3])[C:5]1[NH:6][N:7]=[N:24][C:23]=1[C:15]1[N:14]=[CH:13][C:22]2[C:17]([CH:16]=1)=[CH:18][CH:19]=[CH:20][CH:21]=2, predict the reactants needed to synthesize it. The reactants are: [CH3:1][Si:2]([CH:5]=[N+:6]=[N-:7])([CH3:4])[CH3:3].[Li]CCCC.[CH:13]1[C:22]2[C:17](=[CH:18][CH:19]=[CH:20][CH:21]=2)[CH:16]=[C:15]([C:23]#[N:24])[N:14]=1.[Cl-].[NH4+]. (9) Given the product [CH3:1][O:2][C:3]1[CH:12]=[CH:11][C:10]([N:70]2[CH2:71][CH2:72][N:67]([CH3:66])[CH2:68][CH2:69]2)=[C:9]2[C:4]=1[CH:5]=[CH:6][N:7]=[CH:8]2, predict the reactants needed to synthesize it. The reactants are: [CH3:1][O:2][C:3]1[CH:12]=[CH:11][C:10](Br)=[C:9]2[C:4]=1[CH:5]=[CH:6][N:7]=[CH:8]2.CC(C)([O-])C.[Na+].C1C=CC(P(C2C(C3C(P(C4C=CC=CC=4)C4C=CC=CC=4)=CC=C4C=3C=CC=C4)=C3C(C=CC=C3)=CC=2)C2C=CC=CC=2)=CC=1.[CH3:66][N:67]1[CH2:72][CH2:71][NH:70][CH2:69][CH2:68]1.C([O-])([O-])=O.[K+].[K+]. (10) Given the product [F:1][C:2]([F:21])([F:20])[C:3]1[CH:8]=[C:7]([C:9]2[CH:14]=[CH:13][C:12]([NH2:15])=[CH:11][CH:10]=2)[N:6]=[C:5]([C:45]2[CH:46]=[CH:47][C:42]([C:41]([F:52])([F:51])[F:40])=[CH:43][CH:44]=2)[N:4]=1, predict the reactants needed to synthesize it. The reactants are: [F:1][C:2]([F:21])([F:20])[C:3]1[CH:8]=[C:7]([C:9]2[CH:14]=[CH:13][C:12]([N+:15]([O-])=O)=[CH:11][CH:10]=2)[N:6]=[C:5](SC)[N:4]=1.[N+](C1C=CC(C(=O)CC(=O)C(F)(F)F)=CC=1)([O-])=O.[F:40][C:41]([F:52])([F:51])[C:42]1[CH:47]=[CH:46][C:45](B(O)O)=[CH:44][CH:43]=1.O1C=CC=C1P(C1OC=CC=1)C1OC=CC=1.